Dataset: Forward reaction prediction with 1.9M reactions from USPTO patents (1976-2016). Task: Predict the product of the given reaction. (1) Given the reactants [F:1][C:2]([F:23])([F:22])[O:3][C:4]1[CH:9]=[CH:8][C:7]([C:10]2[N:14]=[C:13]([C:15]3[CH:16]=[CH:17][C:18](=[O:21])[NH:19][N:20]=3)[O:12][N:11]=2)=[CH:6][CH:5]=1.[Cl:24][C:25]1[CH:30]=[CH:29][C:28]([CH2:31]Cl)=[CH:27][N:26]=1, predict the reaction product. The product is: [Cl:24][C:25]1[N:26]=[CH:27][C:28]([CH2:31][N:19]2[C:18](=[O:21])[CH:17]=[CH:16][C:15]([C:13]3[O:12][N:11]=[C:10]([C:7]4[CH:8]=[CH:9][C:4]([O:3][C:2]([F:22])([F:1])[F:23])=[CH:5][CH:6]=4)[N:14]=3)=[N:20]2)=[CH:29][CH:30]=1. (2) The product is: [NH2:17][C:14]1[CH:15]=[CH:16][C:11]([C:5]2([C:3]([NH:2][CH3:1])=[O:4])[CH2:6][CH2:7][O:8][CH2:9][CH2:10]2)=[CH:12][CH:13]=1. Given the reactants [CH3:1][NH:2][C:3]([C:5]1([C:11]2[CH:16]=[CH:15][C:14]([N+:17]([O-])=O)=[CH:13][CH:12]=2)[CH2:10][CH2:9][O:8][CH2:7][CH2:6]1)=[O:4], predict the reaction product. (3) Given the reactants C1S[CH2:5][CH:4]([C:7](O)=O)[NH:3][CH:2]1C(O)=O, predict the reaction product. The product is: [CH3:5][CH:4]([CH3:7])[N:3]=[C:2]=[N:3][CH:4]([CH3:7])[CH3:5]. (4) The product is: [CH3:14][O:13][C:6]1[C:7]2[C:12](=[CH:11][CH:10]=[CH:9][CH:8]=2)[C:3]([O:2][CH3:1])=[C:4]([O:15][CH3:16])[C:5]=1[CH:25]=[O:26]. Given the reactants [CH3:1][O:2][C:3]1[C:12]2[C:7](=[CH:8][CH:9]=[CH:10][CH:11]=2)[C:6]([O:13][CH3:14])=[CH:5][C:4]=1[O:15][CH3:16].[Li]CCCC.CN([CH:25]=[O:26])C, predict the reaction product. (5) Given the reactants [NH2:1][C:2]1[C:3]2[N:4]([C:8]([C@@H:12]3[CH2:22][N:16]4[C:17](=[O:21])[CH2:18][NH:19][CH2:20][C@H:15]4[CH2:14][CH2:13]3)=[N:9][C:10]=2[Br:11])[CH:5]=[CH:6][N:7]=1.C=O.[BH3-][C:26]#N.[Na+].C([O-])(O)=O.[Na+], predict the reaction product. The product is: [NH2:1][C:2]1[C:3]2[N:4]([C:8]([C@@H:12]3[CH2:22][N:16]4[C:17](=[O:21])[CH2:18][N:19]([CH3:26])[CH2:20][C@H:15]4[CH2:14][CH2:13]3)=[N:9][C:10]=2[Br:11])[CH:5]=[CH:6][N:7]=1. (6) Given the reactants BrC1C=CC(C(Cl)=O)=CC=1.[Cl:11][C:12]1[CH:13]=[C:14]([CH:16]=[CH:17][C:18]=1[O:19][C:20]1[C:29]2[C:24](=[CH:25][C:26]([O:32][CH3:33])=[C:27]([O:30][CH3:31])[CH:28]=2)[N:23]=[CH:22][CH:21]=1)[NH2:15].[Br:34][C:35]1[CH:40]=[CH:39][C:38]([C:41]([N:43]=[C:44]=[S:45])=[O:42])=[CH:37][CH:36]=1, predict the reaction product. The product is: [Br:34][C:35]1[CH:36]=[CH:37][C:38]([C:41]([N:43]=[C:44]=[S:45])=[O:42])=[CH:39][CH:40]=1.[Br:34][C:35]1[CH:40]=[CH:39][C:38]([C:41]([NH:43][C:44]([NH:15][C:14]2[CH:16]=[CH:17][C:18]([O:19][C:20]3[C:29]4[C:24](=[CH:25][C:26]([O:32][CH3:33])=[C:27]([O:30][CH3:31])[CH:28]=4)[N:23]=[CH:22][CH:21]=3)=[C:12]([Cl:11])[CH:13]=2)=[S:45])=[O:42])=[CH:37][CH:36]=1.